This data is from Forward reaction prediction with 1.9M reactions from USPTO patents (1976-2016). The task is: Predict the product of the given reaction. (1) Given the reactants [NH2:1][C:2]1[S:12][C:5]2[CH2:6][N:7]([CH2:10][CH3:11])[CH2:8][CH2:9][C:4]=2[C:3]=1[C:13]([NH2:15])=[O:14].[Cl:16][C:17]1[CH:22]=[CH:21][C:20]([N:23]=[C:24]=[O:25])=[CH:19][C:18]=1[CH3:26], predict the reaction product. The product is: [Cl:16][C:17]1[CH:22]=[CH:21][C:20]([NH:23][C:24](=[O:25])[NH:1][C:2]2[S:12][C:5]3[CH2:6][N:7]([CH2:10][CH3:11])[CH2:8][CH2:9][C:4]=3[C:3]=2[C:13]([NH2:15])=[O:14])=[CH:19][C:18]=1[CH3:26]. (2) Given the reactants [Cl:1][C:2]1[CH:7]=[CH:6][C:5]([C@@:8]2([OH:16])[CH2:13][CH2:12][NH:11][CH2:10][C:9]2([CH3:15])[CH3:14])=[CH:4][CH:3]=1.[CH3:17][CH:18]([CH3:34])[C@@H:19]([CH2:23][NH:24][C:25]([O:27][CH2:28][CH2:29][Si:30]([CH3:33])([CH3:32])[CH3:31])=[O:26])[C:20](O)=[O:21].C(Cl)CCl.C1C=CC2N(O)N=NC=2C=1.CCN(C(C)C)C(C)C, predict the reaction product. The product is: [Cl:1][C:2]1[CH:7]=[CH:6][C:5]([C@@:8]2([OH:16])[CH2:13][CH2:12][N:11]([C:20]([C@@H:19]([CH:18]([CH3:34])[CH3:17])[CH2:23][NH:24][C:25](=[O:26])[O:27][CH2:28][CH2:29][Si:30]([CH3:33])([CH3:32])[CH3:31])=[O:21])[CH2:10][C:9]2([CH3:14])[CH3:15])=[CH:4][CH:3]=1. (3) Given the reactants Br[C:2]1[CH:21]=[N:20][C:5]2[NH:6][CH2:7][CH2:8][N:9]([CH2:10][C:11]3[C:16]([F:17])=[CH:15][CH:14]=[C:13]([F:18])[C:12]=3[Cl:19])[C:4]=2[C:3]=1[CH3:22].[O:23]1[CH2:28][CH2:27][N:26]([C:29]2[CH:30]=[C:31](B3OC(C)(C)C(C)(C)O3)[CH:32]=[CH:33][CH:34]=2)[CH2:25][CH2:24]1.C([O-])([O-])=O.[K+].[K+], predict the reaction product. The product is: [Cl:19][C:12]1[C:13]([F:18])=[CH:14][CH:15]=[C:16]([F:17])[C:11]=1[CH2:10][N:9]1[CH2:8][CH2:7][NH:6][C:5]2[N:20]=[CH:21][C:2]([C:33]3[CH:32]=[CH:31][CH:30]=[C:29]([N:26]4[CH2:25][CH2:24][O:23][CH2:28][CH2:27]4)[CH:34]=3)=[C:3]([CH3:22])[C:4]1=2. (4) The product is: [CH3:15][N:16]([CH3:25])[C:17]1[CH:22]=[C:21]([C:7]([C:9]2[CH:14]=[CH:13][CH:12]=[CH:11][N:10]=2)([C:2]2[CH:3]=[CH:4][CH:5]=[CH:6][N:1]=2)[CH3:8])[N:20]=[C:19]([C:7]([C:9]2[CH:14]=[CH:13][CH:12]=[CH:11][N:10]=2)([C:2]2[CH:3]=[CH:4][CH:5]=[CH:6][N:1]=2)[CH3:8])[CH:18]=1. Given the reactants [N:1]1[CH:6]=[CH:5][CH:4]=[CH:3][C:2]=1[CH:7]([C:9]1[CH:14]=[CH:13][CH:12]=[CH:11][N:10]=1)[CH3:8].[CH3:15][N:16]([CH3:25])[C:17]1[CH:22]=[C:21](F)[N:20]=[C:19](F)[CH:18]=1, predict the reaction product. (5) The product is: [CH:30]1([NH:33][C:25](=[O:26])[C:24]2[CH:28]=[CH:29][C:21]([C:18]3[CH:19]=[N:20][C:15]4[N:16]([C:12]([C:9]5([C:6]6[CH:7]=[CH:8][C:3]([O:2][CH3:1])=[CH:4][CH:5]=6)[CH2:10][CH2:11]5)=[N:13][N:14]=4)[N:17]=3)=[CH:22][CH:23]=2)[CH2:32][CH2:31]1. Given the reactants [CH3:1][O:2][C:3]1[CH:8]=[CH:7][C:6]([C:9]2([C:12]3[N:16]4[N:17]=[C:18]([C:21]5[CH:29]=[CH:28][C:24]([C:25](O)=[O:26])=[CH:23][CH:22]=5)[CH:19]=[N:20][C:15]4=[N:14][N:13]=3)[CH2:11][CH2:10]2)=[CH:5][CH:4]=1.[CH:30]1([NH2:33])[CH2:32][CH2:31]1.F[P-](F)(F)(F)(F)F.N1(O[P+](N(C)C)(N(C)C)N(C)C)C2C=CC=CC=2N=N1.C(N(CC)C(C)C)(C)C, predict the reaction product. (6) Given the reactants N1CCC[C@H]1C(O)=O.[NH2:9][C:10]1[N:14]([C:15]2[CH:24]=[CH:23][C:18]3[NH:19][C:20]([CH3:22])=[N:21][C:17]=3[CH:16]=2)[N:13]=[CH:12][C:11]=1[C:25]([C:27]1[N:28]([S:37]([C:40]2[CH:45]=[CH:44][C:43]([CH3:46])=[CH:42][CH:41]=2)(=[O:39])=[O:38])[C:29]2[C:34]([CH:35]=1)=[CH:33][CH:32]=[C:31](I)[CH:30]=2)=[O:26].N12CCCN=C1CCCCC2.[CH3:58][O:59][CH2:60][CH2:61][NH2:62].O.N, predict the reaction product. The product is: [NH2:9][C:10]1[N:14]([C:15]2[CH:24]=[CH:23][C:18]3[NH:19][C:20]([CH3:22])=[N:21][C:17]=3[CH:16]=2)[N:13]=[CH:12][C:11]=1[C:25]([C:27]1[N:28]([S:37]([C:40]2[CH:45]=[CH:44][C:43]([CH3:46])=[CH:42][CH:41]=2)(=[O:39])=[O:38])[C:29]2[C:34]([CH:35]=1)=[C:33]([NH:62][CH2:61][CH2:60][O:59][CH3:58])[CH:32]=[CH:31][CH:30]=2)=[O:26]. (7) The product is: [Br:1][C:2]1[CH:3]=[C:4]2[N:16]=[CH:17][N:8]([CH2:9][CH2:10][N:11]3[CH2:15][CH2:14][CH2:13][CH2:12]3)[C:5]2=[N:6][CH:7]=1. Given the reactants [Br:1][C:2]1[CH:3]=[C:4]([NH2:16])[C:5]([NH:8][CH2:9][CH2:10][N:11]2[CH2:15][CH2:14][CH2:13][CH2:12]2)=[N:6][CH:7]=1.[C:17]([O-])([O-])=O.[K+].[K+], predict the reaction product.